This data is from Experimentally validated miRNA-target interactions with 360,000+ pairs, plus equal number of negative samples. The task is: Binary Classification. Given a miRNA mature sequence and a target amino acid sequence, predict their likelihood of interaction. The miRNA is rno-miR-92a-3p with sequence UAUUGCACUUGUCCCGGCCUG. The protein sequence of the target gene is MDLKTAVFNAARDGKLRLLTKLLASKSKAEVSSLISEKTNGATPLLMAARYGHLDMVEFLLEQCSASIEVGGSVNFDGETIEGAPPLWAASAAGHLKVVQSLLNHGASVNNTTLTNSTPLRAACFDGHLEIVKYLVEHKADLEVSNRHGHTCLMISCYKGHKEIAQYLLEKGADVNRKSVKGNTALHDCAESGSLDIMKMLLMYCAKMEKDGYGMTPLLSASVTGHTNIVDFLTHHAQTSKTERINALELLGATFVDKKRDLLGALKYWKKAMNMRYSDRTNIISKPVPQTLIMAYDYAK.... Result: 0 (no interaction).